The task is: Predict the reactants needed to synthesize the given product.. This data is from Full USPTO retrosynthesis dataset with 1.9M reactions from patents (1976-2016). (1) The reactants are: [Br:1][C:2]1[CH:7]=[C:6]([F:8])[C:5]([CH3:9])=[CH:4][C:3]=1[OH:10].Br[C:12]1[CH:17]=[CH:16]C(F)=[CH:14][C:13]=1O[C@H](CC=C)C. Given the product [Br:1][C:2]1[CH:7]=[C:6]([F:8])[C:5]([CH3:9])=[CH:4][C:3]=1[O:10][C@H:17]([CH2:12][CH:13]=[CH2:14])[CH3:16], predict the reactants needed to synthesize it. (2) Given the product [Cl:11][CH2:12][C:13]1[N:14]([CH2:27][CH2:28][CH2:29][CH2:30][NH:31][C:8]([NH:7][CH:1]2[CH2:6][CH2:5][CH2:4][CH2:3][CH2:2]2)=[O:9])[C:15]2[C:20]([CH3:21])=[C:19]([CH3:22])[N:18]3[N:23]=[N:24][N:25]=[C:17]3[C:16]=2[N:26]=1, predict the reactants needed to synthesize it. The reactants are: [CH:1]1([N:7]=[C:8]=[O:9])[CH2:6][CH2:5][CH2:4][CH2:3][CH2:2]1.Cl.[Cl:11][CH2:12][C:13]1[N:14]([CH2:27][CH2:28][CH2:29][CH2:30][NH2:31])[C:15]2[C:20]([CH3:21])=[C:19]([CH3:22])[N:18]3[N:23]=[N:24][N:25]=[C:17]3[C:16]=2[N:26]=1.ClCCl.